This data is from Full USPTO retrosynthesis dataset with 1.9M reactions from patents (1976-2016). The task is: Predict the reactants needed to synthesize the given product. (1) The reactants are: [CH2:1]([O:3][C:4]1[CH:5]=[C:6]([CH2:20][NH2:21])[CH:7]=[CH:8][C:9]=1[O:10][CH2:11][C:12]1[CH:13]=[N:14][C:15]([O:18][CH3:19])=[CH:16][CH:17]=1)[CH3:2].Cl[C:23]1[C:28]([N+:29]([O-:31])=[O:30])=[CH:27][C:26]([I:32])=[CH:25][N:24]=1.C(N(CC)C(C)C)(C)C. Given the product [CH2:1]([O:3][C:4]1[CH:5]=[C:6]([CH:7]=[CH:8][C:9]=1[O:10][CH2:11][C:12]1[CH:13]=[N:14][C:15]([O:18][CH3:19])=[CH:16][CH:17]=1)[CH2:20][NH:21][C:23]1[C:28]([N+:29]([O-:31])=[O:30])=[CH:27][C:26]([I:32])=[CH:25][N:24]=1)[CH3:2], predict the reactants needed to synthesize it. (2) The reactants are: [Cl:1][C:2]1[C:10]2[N:9]=[C:8]3[N:11]([C:15]4[CH:20]=[CH:19][C:18]([Cl:21])=[CH:17][C:16]=4[Cl:22])[CH2:12][CH2:13][CH2:14][N:7]3[C:6]=2[C:5]([CH:23](O)[CH2:24][CH3:25])=[CH:4][CH:3]=1. Given the product [Cl:1][C:2]1[C:10]2[N:9]=[C:8]3[N:11]([C:15]4[CH:20]=[CH:19][C:18]([Cl:21])=[CH:17][C:16]=4[Cl:22])[CH2:12][CH2:13][CH2:14][N:7]3[C:6]=2[C:5]([CH:23]([N:7]2[CH:6]=[CH:10][N:9]=[CH:8]2)[CH2:24][CH3:25])=[CH:4][CH:3]=1, predict the reactants needed to synthesize it. (3) Given the product [CH2:1]([N:8]1[CH2:12][CH2:11][CH:10]([C:13]2[CH2:18][CH2:17][CH2:16][CH2:15][CH:14]=2)[C:9]1=[O:20])[C:2]1[CH:7]=[CH:6][CH:5]=[CH:4][CH:3]=1, predict the reactants needed to synthesize it. The reactants are: [CH2:1]([N:8]1[CH2:12][CH2:11][CH:10]([C:13]2(O)[CH2:18][CH2:17][CH2:16][CH2:15][CH2:14]2)[C:9]1=[O:20])[C:2]1[CH:7]=[CH:6][CH:5]=[CH:4][CH:3]=1.O.C1(C)C=CC(S(O)(=O)=O)=CC=1. (4) The reactants are: [Br:1][C:2]1[CH:3]=[CH:4][C:5]2[CH2:11][CH2:10][CH2:9][C:8]([CH2:12]O)=[CH:7][C:6]=2[CH:14]=1.CCN(C(C)C)C(C)C.CS([Cl:28])(=O)=O.C(OCC)C. Given the product [Br:1][C:2]1[CH:3]=[CH:4][C:5]2[CH2:11][CH2:10][CH2:9][C:8]([CH2:12][Cl:28])=[CH:7][C:6]=2[CH:14]=1, predict the reactants needed to synthesize it. (5) Given the product [Cl:1][C:2]1[CH:7]=[CH:6][C:5]([C@H:8]2[C@@H:12]([C:13]3[CH:14]=[CH:15][C:16]([Cl:19])=[CH:17][CH:18]=3)[N:11]([C:20]([N:43]3[CH2:42][CH2:41][N:40]([CH2:39][C:38]([NH:37][C:33]([CH3:36])([CH3:35])[CH3:34])=[O:46])[CH2:45][CH2:44]3)=[O:21])[C:10]([C:23]3[S:24][CH:25]=[CH:26][C:27]=3[O:28][CH2:29][CH3:30])=[N:9]2)=[CH:4][CH:3]=1, predict the reactants needed to synthesize it. The reactants are: [Cl:1][C:2]1[CH:7]=[CH:6][C:5]([C@H:8]2[C@@H:12]([C:13]3[CH:18]=[CH:17][C:16]([Cl:19])=[CH:15][CH:14]=3)[N:11]([C:20](Cl)=[O:21])[C:10]([C:23]3[S:24][CH:25]=[CH:26][C:27]=3[O:28][CH2:29][CH3:30])=[N:9]2)=[CH:4][CH:3]=1.Cl.Cl.[C:33]([NH:37][C:38](=[O:46])[CH2:39][N:40]1[CH2:45][CH2:44][NH:43][CH2:42][CH2:41]1)([CH3:36])([CH3:35])[CH3:34].